This data is from Catalyst prediction with 721,799 reactions and 888 catalyst types from USPTO. The task is: Predict which catalyst facilitates the given reaction. (1) Reactant: [NH:1]=[C:2]1[C:10]2[C:5](=[CH:6][CH:7]=[CH:8][CH:9]=2)[C:4](=[O:11])[NH:3]1.Cl.Cl.N[CH:15]([CH2:28][CH:29]1[CH2:34][CH2:33][CH2:32][CH2:31][CH2:30]1)[C:16]([NH:18][C:19]1([C:26]#[N:27])[CH2:24][CH2:23][N:22]([CH3:25])[CH2:21][CH2:20]1)=[O:17]. Product: [C:26]([C:19]1([NH:18][C:16](=[O:17])[CH:15]([NH:1][C:2]2[C:10]3[C:5](=[CH:6][CH:7]=[CH:8][CH:9]=3)[C:4](=[O:11])[N:3]=2)[CH2:28][CH:29]2[CH2:34][CH2:33][CH2:32][CH2:31][CH2:30]2)[CH2:24][CH2:23][N:22]([CH3:25])[CH2:21][CH2:20]1)#[N:27]. The catalyst class is: 1. (2) Reactant: [CH2:1]([OH:8])[C:2]1[CH:7]=[CH:6][CH:5]=[CH:4][CH:3]=1.[CH3:9][C:10](C)([O-])[CH3:11].[K+].C(Br)C=C.O. Product: [CH2:1]([O:8][CH2:11][CH:10]=[CH2:9])[C:2]1[CH:7]=[CH:6][CH:5]=[CH:4][CH:3]=1. The catalyst class is: 7. (3) Reactant: [N:1]1[C:5]2[CH:6]=[CH:7][C:8]([C:10]([OH:12])=O)=[CH:9][C:4]=2[NH:3][CH:2]=1.CCN(C(C)C)C(C)C.CN(C(ON1N=NC2C=CC=NC1=2)=[N+](C)C)C.F[P-](F)(F)(F)(F)F.[CH2:46]([CH:48]([NH2:55])[C:49]1[CH:54]=[CH:53][CH:52]=[CH:51][CH:50]=1)[CH3:47]. Product: [C:49]1([CH:48]([NH:55][C:10]([C:8]2[CH:7]=[CH:6][C:5]3[NH:1][CH:2]=[N:3][C:4]=3[CH:9]=2)=[O:12])[CH2:46][CH3:47])[CH:54]=[CH:53][CH:52]=[CH:51][CH:50]=1. The catalyst class is: 3. (4) Reactant: [CH3:1][S:2](Cl)(=[O:4])=[O:3].[F:6][C:7]([F:12])([F:11])[C:8]([OH:10])=[O:9].[F:13][C:14]([F:19])([F:18])[C:15]([OH:17])=[O:16].[NH:20]1[CH2:23][CH:22]([C:24]2[C:25]([O:44][CH3:45])=[C:26]([CH:32]([NH:34][C:35]3[N:43]=[CH:42][N:41]=[C:40]4[C:36]=3[N:37]=[CH:38][NH:39]4)[CH3:33])[CH:27]=[C:28]([Cl:31])[C:29]=2[CH3:30])[CH2:21]1.CCN(C(C)C)C(C)C. Product: [F:6][C:7]([F:12])([F:11])[C:8]([OH:10])=[O:9].[Cl:31][C:28]1[C:29]([CH3:30])=[C:24]([CH:22]2[CH2:21][N:20]([S:2]([CH3:1])(=[O:4])=[O:3])[CH2:23]2)[C:25]([O:44][CH3:45])=[C:26]([CH:32]([NH:34][C:35]2[N:43]=[CH:42][N:41]=[C:40]3[C:36]=2[N:37]=[CH:38][NH:39]3)[CH3:33])[CH:27]=1.[C:15]([OH:17])([C:14]([F:19])([F:18])[F:13])=[O:16]. The catalyst class is: 2.